This data is from Retrosynthesis with 50K atom-mapped reactions and 10 reaction types from USPTO. The task is: Predict the reactants needed to synthesize the given product. (1) Given the product Cc1noc(NS(=O)(=O)c2c(Cc3ccc4c(c3)OCO4)sc3ccccc23)c1C, predict the reactants needed to synthesize it. The reactants are: Cc1noc(N)c1C.O=S(=O)(Cl)c1c(Cc2ccc3c(c2)OCO3)sc2ccccc12. (2) Given the product CC(C)(C)OC(=O)NCCCN1CCN(C(=O)OCc2cc(Cl)cc(Cl)c2)CC1, predict the reactants needed to synthesize it. The reactants are: CC(C)(C)OC(=O)NCCC=O.O=C(OCc1cc(Cl)cc(Cl)c1)N1CCNCC1. (3) Given the product O=c1c2c[nH]c3cc(N4CCOCC4)c(F)cc3c-2nn1-c1ccsc1, predict the reactants needed to synthesize it. The reactants are: C1COCCN1.O=c1c2c[nH]c3cc(F)c(F)cc3c-2nn1-c1ccsc1. (4) Given the product COC(=O)C1CC2CCC1N(C(=O)OC(C)(C)C)C2, predict the reactants needed to synthesize it. The reactants are: CC(C)(C)OC(=O)OC(=O)OC(C)(C)C.COC(=O)C1CC2CCC1NC2. (5) Given the product OCc1ccc(-c2nn(Cc3ccccc3)c3ncncc23)o1, predict the reactants needed to synthesize it. The reactants are: O=Cc1ccc(-c2nn(Cc3ccccc3)c3ncncc23)o1.